Task: Predict which catalyst facilitates the given reaction.. Dataset: Catalyst prediction with 721,799 reactions and 888 catalyst types from USPTO (1) Reactant: [N+:1]([C:4]([CH3:16])=[CH:5][C:6]1[CH:11]=[CH:10][C:9]([C:12]([F:15])([F:14])[F:13])=[CH:8][CH:7]=1)([O-])=O.[H-].[H-].[H-].[H-].[Li+].[Al+3].C(OC(=O)C)C. Product: [CH3:16][CH:4]([NH2:1])[CH2:5][C:6]1[CH:7]=[CH:8][C:9]([C:12]([F:13])([F:14])[F:15])=[CH:10][CH:11]=1. The catalyst class is: 134. (2) Reactant: [F:1][C:2]1[CH:3]=[C:4]([NH:10][C:11](=[O:13])[CH3:12])[CH:5]=[CH:6][C:7]=1[O:8][CH3:9].[N+:14]([O-])([OH:16])=[O:15]. Product: [F:1][C:2]1[C:7]([O:8][CH3:9])=[CH:6][C:5]([N+:14]([O-:16])=[O:15])=[C:4]([NH:10][C:11](=[O:13])[CH3:12])[CH:3]=1. The catalyst class is: 65. (3) Reactant: [C:1]([C:3]1[C:11]2[C:6](=[CH:7][CH:8]=[C:9]([C@@H:12]3[CH2:16][CH2:15][CH2:14][C@H:13]3[C:17]([OH:19])=O)[CH:10]=2)[NH:5][CH:4]=1)#[N:2].Cl.[CH3:21][NH:22][O:23][CH3:24].Cl.CN(C)CCCN=C=NCC.C(N(CC)CC)C. Product: [CH3:24][O:23][N:22]([CH3:21])[C:17]([C@@H:13]1[CH2:14][CH2:15][CH2:16][C@H:12]1[C:9]1[CH:10]=[C:11]2[C:6](=[CH:7][CH:8]=1)[NH:5][CH:4]=[C:3]2[C:1]#[N:2])=[O:19]. The catalyst class is: 4. (4) Reactant: [Br:1][C:2]1[C:10]([O:11]C)=[CH:9][CH:8]=[C:7]2[C:3]=1[CH:4]=[CH:5][NH:6]2.B(Br)(Br)Br. Product: [Br:1][C:2]1[C:10]([OH:11])=[CH:9][CH:8]=[C:7]2[C:3]=1[CH:4]=[CH:5][NH:6]2. The catalyst class is: 4. (5) Reactant: [H-].[Na+].[Br:3][C:4]1[C:9]([OH:10])=[CH:8][CH:7]=[CH:6][N:5]=1.Br[CH:12]1[CH2:17][CH2:16][CH2:15][CH2:14][CH2:13]1.O. Product: [Br:3][C:4]1[C:9]([O:10][CH:12]2[CH2:17][CH2:16][CH2:15][CH2:14][CH2:13]2)=[CH:8][CH:7]=[CH:6][N:5]=1. The catalyst class is: 9.